From a dataset of Peptide-MHC class II binding affinity with 134,281 pairs from IEDB. Regression. Given a peptide amino acid sequence and an MHC pseudo amino acid sequence, predict their binding affinity value. This is MHC class II binding data. (1) The binding affinity (normalized) is 0.602. The MHC is DRB1_1501 with pseudo-sequence DRB1_1501. The peptide sequence is GRLQIVDKIDAAFKI. (2) The peptide sequence is SWIQSIPFVHLGHRD. The MHC is DRB1_0401 with pseudo-sequence DRB1_0401. The binding affinity (normalized) is 0.269. (3) The peptide sequence is CLHYTVDKSKPKVYQWFD. The MHC is DRB3_0101 with pseudo-sequence DRB3_0101. The binding affinity (normalized) is 0.374. (4) The peptide sequence is PTPVNIIGRNMLTQIGC. The MHC is DRB1_0901 with pseudo-sequence DRB1_0901. The binding affinity (normalized) is 0.269.